This data is from Peptide-MHC class II binding affinity with 134,281 pairs from IEDB. The task is: Regression. Given a peptide amino acid sequence and an MHC pseudo amino acid sequence, predict their binding affinity value. This is MHC class II binding data. (1) The peptide sequence is RNTLLFLDLIILNFV. The MHC is DRB4_0101 with pseudo-sequence DRB4_0103. The binding affinity (normalized) is 0.362. (2) The peptide sequence is SLELELIGSKRILDE. The MHC is DRB1_0301 with pseudo-sequence DRB1_0301. The binding affinity (normalized) is 0.645.